This data is from Reaction yield outcomes from USPTO patents with 853,638 reactions. The task is: Predict the reaction yield, written as a fraction of the theoretical maximum amount of product (1.0 means a 100% yield; for example, 0.34 means a 34% yield). (1) The reactants are [S:1]([C:5]1[CH:25]=[CH:24][C:8]([NH:9][CH:10]([C:13]2[CH:18]=[CH:17][C:16]([C:19]3[O:20][CH:21]=[CH:22][CH:23]=3)=[CH:15][CH:14]=2)[C:11]#N)=[CH:7][CH:6]=1)(=[O:4])(=[O:3])[NH2:2].O=[CH:27][C:28](=C)[CH3:29].C[Si]([N-][Si](C)(C)C)(C)C.[Li+].[NH4+].[Cl-]. The catalyst is C1COCC1. The product is [O:20]1[CH:21]=[CH:22][CH:23]=[C:19]1[C:16]1[CH:17]=[CH:18][C:13]([C:10]2[N:9]([C:8]3[CH:24]=[CH:25][C:5]([S:1](=[O:4])(=[O:3])[NH2:2])=[CH:6][CH:7]=3)[CH:27]=[C:28]([CH3:29])[CH:11]=2)=[CH:14][CH:15]=1. The yield is 0.0560. (2) The product is [N:1]1[S:5][N:4]=[C:3]2[C:6]([S:10]([NH:13][C:14]3[CH:35]=[C:34]([Cl:36])[CH:33]=[CH:32][C:15]=3[C:16]([NH:18][C@@H:19]([CH2:23][C:24]3[CH:29]=[CH:28][C:27]([Cl:30])=[C:26]([Cl:31])[CH:25]=3)[C:20](=[O:21])[N:37]3[CH2:42][CH2:41][CH2:40][CH2:39][CH2:38]3)=[O:17])(=[O:12])=[O:11])=[CH:7][CH:8]=[CH:9][C:2]=12. No catalyst specified. The yield is 0.660. The reactants are [N:1]1[S:5][N:4]=[C:3]2[C:6]([S:10]([NH:13][C:14]3[CH:35]=[C:34]([Cl:36])[CH:33]=[CH:32][C:15]=3[C:16]([NH:18][C@@H:19]([CH2:23][C:24]3[CH:29]=[CH:28][C:27]([Cl:30])=[C:26]([Cl:31])[CH:25]=3)[C:20](O)=[O:21])=[O:17])(=[O:12])=[O:11])=[CH:7][CH:8]=[CH:9][C:2]=12.[NH:37]1[CH2:42][CH2:41][CH2:40][CH2:39][CH2:38]1. (3) The reactants are Cl[C:2]1[N:7]=[C:6]([NH:8][CH2:9][CH2:10][CH3:11])[N:5]=[C:4]([NH:12][CH2:13][CH2:14][CH3:15])[N:3]=1.Cl.[CH3:17][NH:18][O:19][CH2:20][C:21]#[CH:22].[OH-].[Na+].C([O-])(O)=O.[Na+]. The catalyst is O1CCOCC1. The product is [CH2:13]([NH:12][C:4]1[N:5]=[C:6]([NH:8][CH2:9][CH2:10][CH3:11])[N:7]=[C:2]([N:18]([CH3:17])[O:19][CH2:20][C:21]#[CH:22])[N:3]=1)[CH2:14][CH3:15]. The yield is 0.390. (4) The reactants are Br[C:2]1[CH:7]=[CH:6][C:5]([C:8](=[O:19])[CH2:9][C:10]2([C:15]([O:17][CH3:18])=[O:16])[CH2:14][CH2:13][CH2:12][CH2:11]2)=[CH:4][CH:3]=1.[N+:20]([C:23]1[CH:28]=[CH:27][C:26](B(O)O)=[CH:25][CH:24]=1)([O-:22])=[O:21].C1(C)C=CC=CC=1.C(=O)([O-])[O-].[Na+].[Na+]. The yield is 0.930. The catalyst is C(OCC)(=O)C.[Cl-].[Na+].O1CCOCC1. The product is [N+:20]([C:23]1[CH:28]=[CH:27][C:26]([C:2]2[CH:7]=[CH:6][C:5]([C:8](=[O:19])[CH2:9][C:10]3([C:15]([O:17][CH3:18])=[O:16])[CH2:14][CH2:13][CH2:12][CH2:11]3)=[CH:4][CH:3]=2)=[CH:25][CH:24]=1)([O-:22])=[O:21]. (5) The catalyst is O.C(O)(=O)C. The yield is 0.980. The reactants are ClCCCl.[Br:5][C:6]1[CH:7]=[C:8]([CH:11]=[CH:12][CH:13]=1)[CH:9]=O.[O:14]([C:21]1[CH:22]=[C:23]([CH:25]=[CH:26][CH:27]=1)[NH2:24])[C:15]1[CH:20]=[CH:19][CH:18]=[CH:17][CH:16]=1.[BH-](OC(C)=O)(OC(C)=O)OC(C)=O.[Na+]. The product is [O:14]([C:21]1[CH:22]=[C:23]([NH:24][CH2:9][C:8]2[CH:11]=[CH:12][CH:13]=[C:6]([Br:5])[CH:7]=2)[CH:25]=[CH:26][CH:27]=1)[C:15]1[CH:16]=[CH:17][CH:18]=[CH:19][CH:20]=1. (6) The reactants are [C:1]([C:5]1[CH:28]=[C:27]([F:29])[CH:26]=[CH:25][C:6]=1[O:7][CH2:8][CH2:9][N:10]([CH3:24])[C:11](=[O:23])[NH:12][C:13]1[CH:22]=[CH:21][CH:20]=[CH:19][C:14]=1[C:15]([O:17]C)=[O:16])([CH3:4])([CH3:3])[CH3:2].O[Li].O.Cl. The catalyst is C1COCC1.O. The product is [C:1]([C:5]1[CH:28]=[C:27]([F:29])[CH:26]=[CH:25][C:6]=1[O:7][CH2:8][CH2:9][N:10]([CH3:24])[C:11](=[O:23])[NH:12][C:13]1[CH:22]=[CH:21][CH:20]=[CH:19][C:14]=1[C:15]([OH:17])=[O:16])([CH3:4])([CH3:2])[CH3:3]. The yield is 0.930. (7) The reactants are S(Cl)(Cl)=O.[CH:5]1([CH2:8][C:9]([OH:11])=O)[CH2:7][CH2:6]1.[F:12][C:13]1[CH:18]=[CH:17][C:16]([C@H:19]2[CH2:21][C@@H:20]2[CH2:22][NH:23][C:24]2[CH:29]=[CH:28][N:27]=[C:26]([NH:30][NH2:31])[C:25]=2[C:32]([F:35])([F:34])[F:33])=[CH:15][CH:14]=1.C([O-])([O-])=O.[Na+].[Na+]. The catalyst is C(Cl)Cl.CCOC(C)=O.C1COCC1. The product is [CH:5]1([CH2:8][C:9]([NH:31][NH:30][C:26]2[C:25]([C:32]([F:33])([F:35])[F:34])=[C:24]([NH:23][CH2:22][C@H:20]3[CH2:21][C@@H:19]3[C:16]3[CH:15]=[CH:14][C:13]([F:12])=[CH:18][CH:17]=3)[CH:29]=[CH:28][N:27]=2)=[O:11])[CH2:6][CH2:7]1. The yield is 0.490.